From a dataset of Full USPTO retrosynthesis dataset with 1.9M reactions from patents (1976-2016). Predict the reactants needed to synthesize the given product. (1) Given the product [F:50][C:51]1[CH:77]=[C:76]([F:78])[CH:75]=[CH:74][C:52]=1[O:53][CH:54]1[CH2:55][CH2:56][N:57]([C:60]2[N:61]=[C:62]3[CH2:73][CH2:72][N:71]([C:7](=[O:9])[C@@H:3]4[CH2:4][CH2:5][CH2:6][N:2]4[CH3:1])[CH2:70][C:63]3=[N:64][C:65]=2[NH:66][CH:67]([CH3:69])[CH3:68])[CH2:58][CH2:59]1, predict the reactants needed to synthesize it. The reactants are: [CH3:1][N:2]1[CH2:6][CH2:5][CH2:4][C@H:3]1[C:7]([OH:9])=O.CN(C(ON1N=NC2C=CC=NC1=2)=[N+](C)C)C.F[P-](F)(F)(F)(F)F.CCN(C(C)C)C(C)C.OC(C(F)(F)F)=O.[F:50][C:51]1[CH:77]=[C:76]([F:78])[CH:75]=[CH:74][C:52]=1[O:53][CH:54]1[CH2:59][CH2:58][N:57]([C:60]2[N:61]=[C:62]3[CH2:73][CH2:72][NH:71][CH2:70][C:63]3=[N:64][C:65]=2[NH:66][CH:67]([CH3:69])[CH3:68])[CH2:56][CH2:55]1. (2) Given the product [Br:20][C:10]1[CH:9]=[C:8]([N:3]2[CH2:4][CH2:5][CH2:6][CH2:7][S:2]2(=[O:1])=[O:19])[N:13]=[C:12]([C:14]([O:16][CH3:17])=[O:15])[C:11]=1[OH:18], predict the reactants needed to synthesize it. The reactants are: [O:1]=[S:2]1(=[O:19])[CH2:7][CH2:6][CH2:5][CH2:4][N:3]1[C:8]1[N:13]=[C:12]([C:14]([O:16][CH3:17])=[O:15])[C:11]([OH:18])=[CH:10][CH:9]=1.[Br:20]N1C(=O)CCC1=O. (3) Given the product [N:1]1[CH:6]=[CH:5][CH:4]=[CH:3][C:2]=1[CH2:7][NH:8][S:9]([C:12]1[CH:17]=[CH:16][C:15]([C:24]2[CH:25]=[CH:26][C:21]([O:20][CH3:19])=[CH:22][CH:23]=2)=[CH:14][N:13]=1)(=[O:11])=[O:10], predict the reactants needed to synthesize it. The reactants are: [N:1]1[CH:6]=[CH:5][CH:4]=[CH:3][C:2]=1[CH2:7][NH:8][S:9]([C:12]1[CH:17]=[CH:16][C:15](Br)=[CH:14][N:13]=1)(=[O:11])=[O:10].[CH3:19][O:20][C:21]1[CH:26]=[CH:25][C:24](B(O)O)=[CH:23][CH:22]=1.C(N(CC)CC)C.